From a dataset of Full USPTO retrosynthesis dataset with 1.9M reactions from patents (1976-2016). Predict the reactants needed to synthesize the given product. Given the product [Br:11][C:12]1[S:16][C:15]([C:17]([NH:8][C:7]2[CH:6]=[CH:5][N:4]=[CH:3][C:2]=2[CH3:1])=[O:18])=[CH:14][CH:13]=1, predict the reactants needed to synthesize it. The reactants are: [CH3:1][C:2]1[CH:3]=[N:4][CH:5]=[CH:6][C:7]=1[NH2:8].[H-].[Na+].[Br:11][C:12]1[S:16][C:15]([C:17](O)=[O:18])=[CH:14][CH:13]=1.C(Cl)(=O)C(Cl)=O.